Dataset: Full USPTO retrosynthesis dataset with 1.9M reactions from patents (1976-2016). Task: Predict the reactants needed to synthesize the given product. (1) Given the product [Cl:1][C:2]1[N:6]([CH3:7])[N:5]=[C:4]([CH3:8])[C:3]=1[C:9]([Cl:42])=[O:10], predict the reactants needed to synthesize it. The reactants are: [Cl:1][C:2]1[N:6]([CH3:7])[N:5]=[C:4]([CH3:8])[C:3]=1[CH:9]=[O:10].C(=O)([O-])[O-].[Na+].[Na+].C(OOC1(C(C)(C)C)CCCCC1)(=O)OC1(C(C)(C)C)CCCCC1.[Cl:42]Cl. (2) Given the product [C:15]([C:4]1[CH:3]=[C:2]([NH2:1])[N:6]([C:7]2[CH:8]=[CH:9][C:10]([Cl:14])=[C:11]([O:13][Si:19]([C:22]([CH3:25])([CH3:24])[CH3:23])([CH3:21])[CH3:20])[CH:12]=2)[N:5]=1)([CH3:18])([CH3:17])[CH3:16], predict the reactants needed to synthesize it. The reactants are: [NH2:1][C:2]1[N:6]([C:7]2[CH:8]=[CH:9][C:10]([Cl:14])=[C:11]([OH:13])[CH:12]=2)[N:5]=[C:4]([C:15]([CH3:18])([CH3:17])[CH3:16])[CH:3]=1.[Si:19](Cl)([C:22]([CH3:25])([CH3:24])[CH3:23])([CH3:21])[CH3:20].N1C=CN=C1.C(=O)(O)[O-].[Na+]. (3) Given the product [Br:1][C:2]1[N:7]=[C:6]2[N:8]([CH2:9][C:10]3[C:11]([F:21])=[C:12]4[C:17](=[CH:18][C:19]=3[F:20])[N:16]=[CH:15][CH:14]=[CH:13]4)[N:23]=[N:22][C:5]2=[N:4][CH:3]=1, predict the reactants needed to synthesize it. The reactants are: [Br:1][C:2]1[N:7]=[C:6]([NH:8][CH2:9][C:10]2[C:11]([F:21])=[C:12]3[C:17](=[CH:18][C:19]=2[F:20])[N:16]=[CH:15][CH:14]=[CH:13]3)[C:5]([NH2:22])=[N:4][CH:3]=1.[N:23]([O-])=O.[Na+].